This data is from Peptide-MHC class II binding affinity with 134,281 pairs from IEDB. The task is: Regression. Given a peptide amino acid sequence and an MHC pseudo amino acid sequence, predict their binding affinity value. This is MHC class II binding data. (1) The peptide sequence is ALSYYPTPLAKEDFL. The MHC is DRB3_0101 with pseudo-sequence DRB3_0101. The binding affinity (normalized) is 0.0578. (2) The peptide sequence is IVALIIAIVVWTIV. The MHC is DRB1_0802 with pseudo-sequence DRB1_0802. The binding affinity (normalized) is 0.386.